From a dataset of Reaction yield outcomes from USPTO patents with 853,638 reactions. Predict the reaction yield, written as a fraction of the theoretical maximum amount of product (1.0 means a 100% yield; for example, 0.34 means a 34% yield). (1) The reactants are [CH2:1]([N:4]1[C:12]2[CH:11]=[CH:10][C:9]([N+:13]([O-])=O)=[CH:8][C:7]=2[CH:6]2[CH2:16][N:17]([CH:20]3[CH2:24][CH2:23][CH2:22][CH2:21]3)[CH2:18][CH2:19][CH:5]12)[CH:2]=[CH2:3]. The catalyst is C(OCC)(=O)C.CO.[Pd]. The product is [CH:20]1([N:17]2[CH2:18][CH2:19][CH:5]3[N:4]([CH2:1][CH2:2][CH3:3])[C:12]4[CH:11]=[CH:10][C:9]([NH2:13])=[CH:8][C:7]=4[CH:6]3[CH2:16]2)[CH2:21][CH2:22][CH2:23][CH2:24]1. The yield is 0.900. (2) The reactants are [NH:1]([CH2:5][CH2:6][OH:7])[CH2:2][CH2:3][OH:4].C(N(CC)CC)C.Cl.[F:16][C:17]([F:51])([F:50])[C:18]1[CH:23]=[C:22]([C:24]2[CH:29]=[CH:28][C:27]([C:30]([F:33])([F:32])[F:31])=[CH:26][CH:25]=2)[N:21]=[C:20]([C:34]2[CH:39]=[CH:38][N:37]=[C:36]([C:40]3[CH:41]=[C:42]([S:46](Cl)(=[O:48])=[O:47])[CH:43]=[CH:44][CH:45]=3)[CH:35]=2)[N:19]=1. The catalyst is C1COCC1. The product is [OH:4][CH2:3][CH2:2][N:1]([CH2:5][CH2:6][OH:7])[S:46]([C:42]1[CH:43]=[CH:44][CH:45]=[C:40]([C:36]2[CH:35]=[C:34]([C:20]3[N:19]=[C:18]([C:17]([F:16])([F:50])[F:51])[CH:23]=[C:22]([C:24]4[CH:29]=[CH:28][C:27]([C:30]([F:33])([F:31])[F:32])=[CH:26][CH:25]=4)[N:21]=3)[CH:39]=[CH:38][N:37]=2)[CH:41]=1)(=[O:47])=[O:48]. The yield is 0.570. (3) The catalyst is ClCCl. The product is [OH:23][C:22]([C:30]1[CH:35]=[CH:34][CH:33]=[CH:32][CH:31]=1)([C:16]1[CH:17]=[CH:18][CH:19]=[CH:20][CH:21]=1)[CH:24]1[CH2:29][CH2:28][N:27]([C:9]([O:11][C:12]([CH3:13])([CH3:14])[CH3:15])=[O:10])[CH2:26][CH2:25]1. The yield is 1.05. The reactants are [C:9](O[C:9]([O:11][C:12]([CH3:15])([CH3:14])[CH3:13])=[O:10])([O:11][C:12]([CH3:15])([CH3:14])[CH3:13])=[O:10].[C:16]1([C:22]([C:30]2[CH:35]=[CH:34][CH:33]=[CH:32][CH:31]=2)([CH:24]2[CH2:29][CH2:28][NH:27][CH2:26][CH2:25]2)[OH:23])[CH:21]=[CH:20][CH:19]=[CH:18][CH:17]=1.C(N(CC)CC)C. (4) The reactants are [Cl:1][C:2]1(N)[CH:7]=[CH:6][C:5]([N:8]([C:12]2[CH:17]=[CH:16][CH:15]=[CH:14][C:13]=2[C:18]([F:21])([F:20])[F:19])[C:9](=[O:11])[NH2:10])=[CH:4][CH2:3]1.[C:23]([O:34][CH3:35])(=[O:33])[C:24]1[CH:32]=[CH:31][CH:30]=[C:26](C([O-])=O)[CH:25]=1.C1C=CC2N([OH:45])N=NC=2C=1.O.CN1CCOCC1.CCN=C=NCCCN(C)C.Cl.C[N:67]([CH:69]=[O:70])C. The catalyst is CCOC(C)=O. The product is [Cl:1][C:2]1([C:31]2[CH:30]=[CH:26][CH:25]=[C:24]([C:23]([O:34][CH3:35])=[O:33])[CH:32]=2)[CH:7]=[CH:6][C:5]([N:8]([C:12]2[CH:17]=[CH:16][CH:15]=[CH:14][C:13]=2[C:18]([F:21])([F:20])[F:19])[C:9](=[O:11])[NH2:10])=[C:4]([NH:67][C:69]([OH:70])=[O:45])[CH2:3]1. The yield is 0.430. (5) The reactants are [F:1][C:2]1[CH:29]=[C:28]([F:30])[CH:27]=[CH:26][C:3]=1[O:4][C:5]1[N:10]=[CH:9][C:8]([NH:11][S:12]([CH2:15][CH3:16])(=[O:14])=[O:13])=[CH:7][C:6]=1B1OC(C)(C)C(C)(C)O1.Br[C:32]1[C:33]2[CH:42]=[CH:41][O:40][C:34]=2[C:35](=[O:39])[N:36]([CH3:38])[CH:37]=1.[O-]P([O-])([O-])=O.[K+].[K+].[K+]. The catalyst is O1CCOCC1.O.C1C=CC(P(C2C=CC=CC=2)[C-]2C=CC=C2)=CC=1.C1C=CC(P(C2C=CC=CC=2)[C-]2C=CC=C2)=CC=1.Cl[Pd]Cl.[Fe+2]. The product is [F:1][C:2]1[CH:29]=[C:28]([F:30])[CH:27]=[CH:26][C:3]=1[O:4][C:5]1[N:10]=[CH:9][C:8]([NH:11][S:12]([CH2:15][CH3:16])(=[O:13])=[O:14])=[CH:7][C:6]=1[C:32]1[C:33]2[CH:42]=[CH:41][O:40][C:34]=2[C:35](=[O:39])[N:36]([CH3:38])[CH:37]=1. The yield is 0.330. (6) The yield is 0.680. The reactants are C([O:3][C:4](=O)[CH2:5][C:6]([C@H:8]1[CH2:13][CH2:12][N:11]([C:14]([O:16][CH3:17])=[O:15])[C@@H:10]([CH2:18][C:19]2[CH:24]=[CH:23][CH:22]=[CH:21][C:20]=2[C:25]([F:28])([F:27])[F:26])[CH2:9]1)=[O:7])C.[OH-].[Na+].[NH2:32]O.Cl. The catalyst is CO.O.C(Cl)Cl. The product is [O:3]=[C:4]1[CH:5]=[C:6]([C@H:8]2[CH2:13][CH2:12][N:11]([C:14]([O:16][CH3:17])=[O:15])[C@@H:10]([CH2:18][C:19]3[CH:24]=[CH:23][CH:22]=[CH:21][C:20]=3[C:25]([F:28])([F:27])[F:26])[CH2:9]2)[O:7][NH:32]1.